Task: Predict the reaction yield, written as a fraction of the theoretical maximum amount of product (1.0 means a 100% yield; for example, 0.34 means a 34% yield).. Dataset: Reaction yield outcomes from USPTO patents with 853,638 reactions (1) The reactants are C[O:2][C:3]([C:5]1[CH:10]=[CH:9][N:8]2[C:11](=[O:22])[N:12]([CH2:14][O:15][CH2:16][CH2:17][Si:18]([CH3:21])([CH3:20])[CH3:19])[N:13]=[C:7]2[C:6]=1[O:23][CH3:24])=O.CC(C[AlH]CC(C)C)C.CO.[C@H](O)(C([O-])=O)[C@@H](O)C([O-])=O.[Na+].[K+]. The catalyst is C(Cl)Cl. The product is [OH:2][CH2:3][C:5]1[CH:10]=[CH:9][N:8]2[C:11](=[O:22])[N:12]([CH2:14][O:15][CH2:16][CH2:17][Si:18]([CH3:19])([CH3:21])[CH3:20])[N:13]=[C:7]2[C:6]=1[O:23][CH3:24]. The yield is 0.890. (2) The reactants are Br[C:2]1[CH:3]=[C:4]2[C:8](=[CH:9][C:10]=1[Cl:11])[NH:7][CH:6]=[C:5]2[CH:12]=[O:13].[CH3:14][O:15][C:16]1[CH:17]=[C:18](B(O)O)[CH:19]=[CH:20][CH:21]=1.C(=O)([O-])[O-].[K+].[K+]. The catalyst is O1CCOCC1.CN(C=O)C.O. The product is [Cl:11][C:10]1[CH:9]=[C:8]2[C:4]([C:5]([CH:12]=[O:13])=[CH:6][NH:7]2)=[CH:3][C:2]=1[C:20]1[CH:19]=[CH:18][CH:17]=[C:16]([O:15][CH3:14])[CH:21]=1. The yield is 0.470. (3) The reactants are [Br:1][C:2]1[CH:3]=[C:4]2[C:13](=[CH:14][CH:15]=1)[C:12]1[N:8]([CH:9]=[C:10](I)[N:11]=1)[CH2:7][CH2:6][O:5]2.N([Si](C)(C)C)[Si](C)(C)C.C[N:27]([CH:29]=[O:30])C. The catalyst is Cl[Pd](Cl)([P](C1C=CC=CC=1)(C1C=CC=CC=1)C1C=CC=CC=1)[P](C1C=CC=CC=1)(C1C=CC=CC=1)C1C=CC=CC=1. The product is [Br:1][C:2]1[CH:3]=[C:4]2[C:13](=[CH:14][CH:15]=1)[C:12]1[N:8]([CH:9]=[C:10]([C:29]([NH2:27])=[O:30])[N:11]=1)[CH2:7][CH2:6][O:5]2. The yield is 0.970. (4) The reactants are Cl.[F:2][C:3]1([F:14])[CH2:7][NH:6][C@H:5]([CH2:8][CH:9]([CH3:13])[C:10]([OH:12])=[O:11])[CH2:4]1.[Br:15][C:16]1[CH:21]=[C:20]([F:22])[CH:19]=[CH:18][C:17]=1[C@H:23]1[C:28]([C:29]([O:31][CH2:32][CH3:33])=[O:30])=[C:27]([CH2:34]Br)[NH:26][C:25]([C:36]2[S:37][CH:38]=[CH:39][N:40]=2)=[N:24]1.C([O-])([O-])=O.[K+].[K+]. The catalyst is C(O)C. The product is [Br:15][C:16]1[CH:21]=[C:20]([F:22])[CH:19]=[CH:18][C:17]=1[C@@H:23]1[N:24]=[C:25]([C:36]2[S:37][CH:38]=[CH:39][N:40]=2)[NH:26][C:27]([CH2:34][N:6]2[CH2:7][C:3]([F:2])([F:14])[CH2:4][CH:5]2[CH2:8][CH:9]([CH3:13])[C:10]([OH:12])=[O:11])=[C:28]1[C:29]([O:31][CH2:32][CH3:33])=[O:30]. The yield is 0.706. (5) The reactants are [N:1]([CH2:4][CH2:5][CH:6]([S:11]([OH:14])(=[O:13])=[O:12])[C:7]([O:9]C)=[O:8])=[N+:2]=[N-:3]. The catalyst is Cl. The product is [N:1]([CH2:4][CH2:5][CH:6]([S:11]([OH:14])(=[O:12])=[O:13])[C:7]([OH:9])=[O:8])=[N+:2]=[N-:3]. The yield is 0.990. (6) The reactants are C(O[C:6]([N:8]1[CH2:13][CH2:12][O:11][C@H:10]([CH2:14][OH:15])[CH2:9]1)=O)(C)(C)C.[H-].[H-].[H-].[H-].[Li+].[Al+3]. The catalyst is C1COCC1. The product is [CH3:6][N:8]1[CH2:13][CH2:12][O:11][C@H:10]([CH2:14][OH:15])[CH2:9]1. The yield is 0.670. (7) The catalyst is ClCCl. The reactants are [NH2:1][C:2]1[C:11]([Cl:12])=[CH:10][C:5]([C:6]([O:8][CH3:9])=[O:7])=[C:4]([O:13][CH3:14])[CH:3]=1.C(N(C(C)C)CC)(C)C.[C:24](Cl)(=[O:27])[CH:25]=[CH2:26].C(=O)(O)[O-].[Na+]. The yield is 0.670. The product is [C:24]([NH:1][C:2]1[C:11]([Cl:12])=[CH:10][C:5]([C:6]([O:8][CH3:9])=[O:7])=[C:4]([O:13][CH3:14])[CH:3]=1)(=[O:27])[CH:25]=[CH2:26]. (8) The catalyst is O1CCCC1.CO. The yield is 0.650. The product is [CH2:3]([O:10][C:11]1[CH:16]=[C:15]([CH2:17][CH2:18][C:19]([OH:21])=[O:20])[CH:14]=[CH:13][C:12]=1[C:23]1[CH:28]=[CH:27][CH:26]=[C:25]([N:29]([CH3:40])[C:30]([NH:32][CH2:33][CH2:34][CH2:35][CH2:36][CH2:37][CH2:38][CH3:39])=[O:31])[CH:24]=1)[C:4]1[CH:9]=[CH:8][CH:7]=[CH:6][CH:5]=1. The reactants are [OH-].[Na+].[CH2:3]([O:10][C:11]1[CH:16]=[C:15]([CH2:17][CH2:18][C:19]([O:21]C)=[O:20])[CH:14]=[CH:13][C:12]=1[C:23]1[CH:28]=[CH:27][CH:26]=[C:25]([N:29]([CH3:40])[C:30]([NH:32][CH2:33][CH2:34][CH2:35][CH2:36][CH2:37][CH2:38][CH3:39])=[O:31])[CH:24]=1)[C:4]1[CH:9]=[CH:8][CH:7]=[CH:6][CH:5]=1. (9) The reactants are [CH2:1]([O:8][N:9]1[C:15](=[O:16])[N:14]2[CH2:17][C@H:10]1[CH2:11][CH2:12][C@H:13]2[C:18]([OH:20])=O)[C:2]1[CH:7]=[CH:6][CH:5]=[CH:4][CH:3]=1.[NH2:21][O:22][CH2:23][C:24]1[N:25]=[CH:26][N:27]([C:29]([O:31][C:32]([CH3:35])([CH3:34])[CH3:33])=[O:30])[CH:28]=1.ON1C2C=CC=CC=2N=N1.Cl.C(N=C=NCCCN(C)C)C. The catalyst is C(Cl)Cl. The product is [CH2:1]([O:8][N:9]1[C:15](=[O:16])[N:14]2[CH2:17][C@H:10]1[CH2:11][CH2:12][C@H:13]2[C:18]([NH:21][O:22][CH2:23][C:24]1[N:25]=[CH:26][N:27]([C:29]([O:31][C:32]([CH3:35])([CH3:34])[CH3:33])=[O:30])[CH:28]=1)=[O:20])[C:2]1[CH:3]=[CH:4][CH:5]=[CH:6][CH:7]=1. The yield is 0.940. (10) The reactants are C[Si](C)(C)[N-][Si](C)(C)C.[Li+].[C:11]([O:15][C:16]([C@@:18]1([CH2:33][CH2:34]Br)[CH:22]([CH3:23])[C:21](=[O:24])[N:20]([C@@H:25]([C:27]2[CH:32]=[CH:31][CH:30]=[CH:29][CH:28]=2)[CH3:26])[CH2:19]1)=[O:17])([CH3:14])([CH3:13])[CH3:12].C(O)(=O)CC(CC(O)=O)(C(O)=O)O.C(OCC)(=O)C. The catalyst is O1CCCC1. The product is [C:11]([O:15][C:16]([C@@:18]12[CH2:33][CH2:34][C@:22]1([CH3:23])[C:21](=[O:24])[N:20]([C@@H:25]([C:27]1[CH:32]=[CH:31][CH:30]=[CH:29][CH:28]=1)[CH3:26])[CH2:19]2)=[O:17])([CH3:14])([CH3:13])[CH3:12]. The yield is 0.810.